From a dataset of Forward reaction prediction with 1.9M reactions from USPTO patents (1976-2016). Predict the product of the given reaction. (1) Given the reactants [OH:1][C:2]1[CH:16]=[C:15]2[C:5]([NH:6][CH:7]=[C:8]2[CH2:9][C@@H:10]([C:12]([OH:14])=[O:13])[NH2:11])=[CH:4][CH:3]=1.[C:17](=[O:20])(O)[O-:18].[Na+].C(O)(=O)[CH2:23][C:24]([CH2:29]C(O)=O)([C:26](O)=O)O, predict the reaction product. The product is: [C:24]([O:18][C:17]([NH:11][CH:10]([CH2:9][C:8]1[C:15]2[C:5](=[CH:4][CH:3]=[C:2]([OH:1])[CH:16]=2)[NH:6][CH:7]=1)[C:12]([OH:14])=[O:13])=[O:20])([CH3:29])([CH3:26])[CH3:23]. (2) Given the reactants [OH:1][C:2]1[CH:11]=[CH:10][C:5]([C:6]([O:8][CH3:9])=[O:7])=[CH:4][CH:3]=1.Br[CH2:13][CH:14]=[C:15]([CH3:17])[CH3:16].C(=O)([O-])[O-].[K+].[K+].CCOC(C)=O, predict the reaction product. The product is: [CH3:16][C:15]([CH3:17])=[CH:14][CH2:13][O:1][C:2]1[CH:3]=[CH:4][C:5]([C:6]([O:8][CH3:9])=[O:7])=[CH:10][CH:11]=1. (3) Given the reactants [NH:1]1[CH:5]=[CH:4][C:3]([NH:6][C:7]2[C:16]3[C:11](=[CH:12][CH:13]=[CH:14][CH:15]=3)[N:10]=[C:9]([C:17]([O:19]CC)=O)[N:8]=2)=[N:2]1.[CH3:22][O:23][C:24]1[CH:29]=[CH:28][CH:27]=[CH:26][C:25]=1[Mg]Br, predict the reaction product. The product is: [NH:1]1[CH:5]=[CH:4][C:3]([NH:6][C:7]2[C:16]3[C:11](=[CH:12][CH:13]=[CH:14][CH:15]=3)[N:10]=[C:9]([C:17]([C:25]3[CH:26]=[CH:27][CH:28]=[CH:29][C:24]=3[O:23][CH3:22])=[O:19])[N:8]=2)=[N:2]1. (4) Given the reactants [C:1](=[O:4])([O-])[O-].[K+].[K+].[OH:7][C:8]1[CH:9]=[C:10]([N+:15]([O-:17])=[O:16])[CH:11]=[CH:12][C:13]=1O.[CH2:18](Br)[C:19]1[CH:24]=[CH:23][CH:22]=[CH:21][CH:20]=1, predict the reaction product. The product is: [CH2:18]([O:7][C:8]1[CH:9]=[C:10]([N+:15]([O-:17])=[O:16])[CH:11]=[CH:12][C:13]=1[O:4][CH2:1][C:8]1[CH:9]=[CH:10][CH:11]=[CH:12][CH:13]=1)[C:19]1[CH:24]=[CH:23][CH:22]=[CH:21][CH:20]=1.